Dataset: Full USPTO retrosynthesis dataset with 1.9M reactions from patents (1976-2016). Task: Predict the reactants needed to synthesize the given product. (1) Given the product [CH:1]([O:4][C:5]1[N:6]=[CH:7][C:8]([O:20][CH:21]2[CH2:22][CH2:23][CH:24]([CH2:27][CH2:28][CH:29]([NH:31][C:32](=[O:34])[CH3:33])[CH3:30])[CH2:25][CH2:26]2)=[CH:9][CH:10]=1)([CH3:2])[CH3:3], predict the reactants needed to synthesize it. The reactants are: [CH:1]([O:4][C:5]1[CH:10]=[CH:9][C:8](B2OC(C)(C)C(C)(C)O2)=[CH:7][N:6]=1)([CH3:3])[CH3:2].[OH:20][CH:21]1[CH2:26][CH2:25][CH:24]([CH2:27][CH2:28][CH:29]([NH:31][C:32](=[O:34])[CH3:33])[CH3:30])[CH2:23][CH2:22]1. (2) Given the product [CH3:18][C:6]1[CH:11]=[C:10]([CH3:12])[CH:9]=[C:8]([CH3:13])[C:7]=1[S:14]([O:5][CH2:4][C@@H:2]([NH:1][S:14]([C:7]1[C:8]([CH3:13])=[CH:9][C:10]([CH3:12])=[CH:11][C:6]=1[CH3:18])(=[O:16])=[O:15])[CH3:3])(=[O:16])=[O:15], predict the reactants needed to synthesize it. The reactants are: [NH2:1][C@H:2]([CH2:4][OH:5])[CH3:3].[C:6]1([CH3:18])[CH:11]=[C:10]([CH3:12])[CH:9]=[C:8]([CH3:13])[C:7]=1[S:14](Cl)(=[O:16])=[O:15]. (3) Given the product [C:36]([N:22]1[CH2:21][CH2:20][N:19]([C:17]([C@H:14]2[CH2:15][CH2:16][C@H:11]([CH2:10][N:9]3[C:5]4[CH:4]=[C:3]([O:2][CH3:1])[CH:28]=[CH:27][C:6]=4[N:7]([CH3:26])[C:8]3=[O:25])[CH2:12][CH2:13]2)=[O:18])[CH2:24][CH2:23]1)(=[O:38])[CH3:37], predict the reactants needed to synthesize it. The reactants are: [CH3:1][O:2][C:3]1[CH:28]=[CH:27][C:6]2[N:7]([CH3:26])[C:8](=[O:25])[N:9]([CH2:10][C@H:11]3[CH2:16][CH2:15][C@H:14]([C:17]([N:19]4[CH2:24][CH2:23][NH:22][CH2:21][CH2:20]4)=[O:18])[CH2:13][CH2:12]3)[C:5]=2[CH:4]=1.C(N(CC)CC)C.[C:36](Cl)(=[O:38])[CH3:37]. (4) Given the product [Br:1][C:2]1[CH:3]=[C:4]([C:25]#[C:24][Si:21]([CH3:23])([CH3:22])[CH3:20])[C:5]([NH:8][C:9](=[O:11])[CH3:10])=[N:6][CH:7]=1, predict the reactants needed to synthesize it. The reactants are: [Br:1][C:2]1[CH:3]=[C:4](I)[C:5]([NH:8][C:9](=[O:11])[CH3:10])=[N:6][CH:7]=1.C(N(CC)CC)C.[CH3:20][Si:21]([C:24]#[CH:25])([CH3:23])[CH3:22].